Predict the reactants needed to synthesize the given product. From a dataset of Full USPTO retrosynthesis dataset with 1.9M reactions from patents (1976-2016). The reactants are: [Br-].[CH3:2][C:3]1[CH:8]=[CH:7][C:6]([N+:9]2([CH2:15][C:16]3[CH:21]=[CH:20][CH:19]=[CH:18][CH:17]=3)[CH2:14][CH2:13][CH2:12][CH2:11][CH2:10]2)=[CH:5][CH:4]=1.[F:22][P-:23]([F:28])([F:27])([F:26])([F:25])[F:24].[K+]. Given the product [F:22][P-:23]([F:28])([F:27])([F:26])([F:25])[F:24].[CH3:2][C:3]1[CH:4]=[CH:5][C:6]([N+:9]2([CH2:15][C:16]3[CH:17]=[CH:18][CH:19]=[CH:20][CH:21]=3)[CH2:10][CH2:11][CH2:12][CH2:13][CH2:14]2)=[CH:7][CH:8]=1, predict the reactants needed to synthesize it.